From a dataset of Catalyst prediction with 721,799 reactions and 888 catalyst types from USPTO. Predict which catalyst facilitates the given reaction. Reactant: Br[CH2:2][C:3]1[CH:8]=[C:7]([S:9]([CH3:12])(=[O:11])=[O:10])[CH:6]=[CH:5][C:4]=1[O:13][CH3:14].[Cl:15][C:16]1[N:21]=[C:20]([NH2:22])[C:19]([CH3:23])=[CH:18][N:17]=1.C([O-])([O-])=O.[K+].[K+]. Product: [Cl:15][C:16]1[N:21]=[C:20]([NH:22][CH2:2][C:3]2[CH:8]=[C:7]([S:9]([CH3:12])(=[O:11])=[O:10])[CH:6]=[CH:5][C:4]=2[O:13][CH3:14])[C:19]([CH3:23])=[CH:18][N:17]=1. The catalyst class is: 10.